Dataset: Reaction yield outcomes from USPTO patents with 853,638 reactions. Task: Predict the reaction yield, written as a fraction of the theoretical maximum amount of product (1.0 means a 100% yield; for example, 0.34 means a 34% yield). (1) The yield is 0.630. The catalyst is O1CCCC1.CO. The reactants are [CH3:1][N:2]([S:17]([C:20]1[CH:25]=[CH:24][CH:23]=[CH:22][C:21]=1[C:26]([F:29])([F:28])[F:27])(=[O:19])=[O:18])[C:3]1[CH:4]=[CH:5][CH:6]=[C:7]2[C:11]=1[NH:10][C:9]([C:12]([O:14]CC)=[O:13])=[CH:8]2.[OH-].[K+].C(O)(=O)CC(CC(O)=O)(C(O)=O)O. The product is [CH3:1][N:2]([S:17]([C:20]1[CH:25]=[CH:24][CH:23]=[CH:22][C:21]=1[C:26]([F:29])([F:27])[F:28])(=[O:18])=[O:19])[C:3]1[CH:4]=[CH:5][CH:6]=[C:7]2[C:11]=1[NH:10][C:9]([C:12]([OH:14])=[O:13])=[CH:8]2. (2) The catalyst is C1COCC1.C1C=CC([P]([Pd]([P](C2C=CC=CC=2)(C2C=CC=CC=2)C2C=CC=CC=2)([P](C2C=CC=CC=2)(C2C=CC=CC=2)C2C=CC=CC=2)[P](C2C=CC=CC=2)(C2C=CC=CC=2)C2C=CC=CC=2)(C2C=CC=CC=2)C2C=CC=CC=2)=CC=1. The yield is 0.940. The product is [F:19][C:18]([F:20])([F:21])[CH:17]([C:14]1[CH:15]=[CH:16][C:11]([C:4]2[CH:5]=[CH:6][CH:7]=[C:2]([F:1])[CH:3]=2)=[CH:12][CH:13]=1)[OH:22]. The reactants are [F:1][C:2]1[CH:3]=[C:4]([Mg]Br)[CH:5]=[CH:6][CH:7]=1.Br[C:11]1[CH:16]=[CH:15][C:14]([CH:17]([OH:22])[C:18]([F:21])([F:20])[F:19])=[CH:13][CH:12]=1.C(O)(C(F)(F)F)=O. (3) The reactants are [C:1]([NH2:4])(=[S:3])[CH3:2].[CH2:5]([Br:12])[C:6]1[CH:11]=[CH:10][CH:9]=[CH:8][CH:7]=1.CCOCC. The catalyst is C(Cl)(Cl)Cl. The product is [BrH:12].[CH2:5]([S:3][C:1](=[NH:4])[CH3:2])[C:6]1[CH:11]=[CH:10][CH:9]=[CH:8][CH:7]=1. The yield is 0.920. (4) The reactants are [C:1]([C:4]1[C:9](=[O:10])[CH:8]=[CH:7][N:6]([C:11]2[CH:16]=[CH:15][CH:14]=[C:13]([C:17]([F:20])([F:19])[F:18])[CH:12]=2)[N:5]=1)(=[O:3])[CH3:2].CO[C:23](OC)([N:25]([CH3:27])[CH3:26])[CH3:24]. No catalyst specified. The product is [CH3:26][N:25]([CH3:27])[C:23]([CH3:24])=[CH:2][C:1]([C:4]1[C:9](=[O:10])[CH:8]=[CH:7][N:6]([C:11]2[CH:16]=[CH:15][CH:14]=[C:13]([C:17]([F:19])([F:20])[F:18])[CH:12]=2)[N:5]=1)=[O:3]. The yield is 0.680. (5) The reactants are [F:1][C:2]1[CH:3]=[CH:4][C:5]([NH:8][NH:9][C:10]([C@:12]2([CH3:18])[CH2:16][CH2:15][CH2:14][N:13]2[CH3:17])=O)=[N:6][CH:7]=1.CCN(CC)CC.C1C=CC(P(C2C=CC=CC=2)C2C=CC=CC=2)=CC=1.ClC(Cl)(Cl)C(Cl)(Cl)Cl. The catalyst is C1COCC1. The product is [CH3:17][N:13]1[CH2:14][CH2:15][CH2:16][C@:12]1([C:10]1[N:6]2[CH:7]=[C:2]([F:1])[CH:3]=[CH:4][C:5]2=[N:8][N:9]=1)[CH3:18]. The yield is 0.490. (6) The reactants are [CH:1](=O)[CH3:2].[CH3:4][O:5][C:6]1[CH:11]=[C:10]([CH:12]2[CH2:17][CH2:16][NH:15][CH2:14][CH2:13]2)[CH:9]=[CH:8][C:7]=1[NH:18][C:19]1[N:24]=[C:23]([CH2:25][CH2:26][C:27]2[CH:32]=[CH:31][CH:30]=[CH:29][C:28]=2[CH2:33][C:34]([NH2:36])=[O:35])[C:22]([C:37]([F:40])([F:39])[F:38])=[CH:21][N:20]=1.C(O[BH-](OC(=O)C)OC(=O)C)(=O)C.[Na+].CO.C(Cl)Cl. The catalyst is CO.C(OCC)(=O)C. The product is [CH2:1]([N:15]1[CH2:16][CH2:17][CH:12]([C:10]2[CH:9]=[CH:8][C:7]([NH:18][C:19]3[N:24]=[C:23]([CH2:25][CH2:26][C:27]4[CH:32]=[CH:31][CH:30]=[CH:29][C:28]=4[CH2:33][C:34]([NH2:36])=[O:35])[C:22]([C:37]([F:38])([F:39])[F:40])=[CH:21][N:20]=3)=[C:6]([O:5][CH3:4])[CH:11]=2)[CH2:13][CH2:14]1)[CH3:2]. The yield is 0.240. (7) The reactants are ClC(Cl)(O[C:5](=[O:11])[O:6][C:7](Cl)(Cl)Cl)Cl.[NH:13]1[C:22]2[C:17](=[CH:18][C:19]([C:23]([O:25][CH3:26])=[O:24])=[CH:20][CH:21]=2)[CH2:16][CH2:15][CH2:14]1.[N:27]1[CH:32]=[CH:31][CH:30]=[C:29](CO)[CH:28]=1. The catalyst is C(Cl)Cl. The product is [N:13]1([C:5]([O:6][CH2:7][C:29]2[CH:28]=[N:27][CH:32]=[CH:31][CH:30]=2)=[O:11])[C:22]2[C:17](=[CH:18][C:19]([C:23]([O:25][CH3:26])=[O:24])=[CH:20][CH:21]=2)[CH2:16][CH2:15][CH2:14]1. The yield is 1.00.